Dataset: Forward reaction prediction with 1.9M reactions from USPTO patents (1976-2016). Task: Predict the product of the given reaction. (1) Given the reactants [NH2:1][CH2:2][CH:3]([C:5]1[CH:10]=[CH:9][CH:8]=[C:7]([Cl:11])[CH:6]=1)[OH:4].[CH3:12][C:13]([O:16][C:17](O[C:17]([O:16][C:13]([CH3:15])([CH3:14])[CH3:12])=[O:18])=[O:18])([CH3:15])[CH3:14], predict the reaction product. The product is: [C:13]([O:16][C:17](=[O:18])[NH:1][CH2:2][CH:3]([C:5]1[CH:10]=[CH:9][CH:8]=[C:7]([Cl:11])[CH:6]=1)[OH:4])([CH3:15])([CH3:14])[CH3:12]. (2) Given the reactants [OH:1][C:2]1[CH:7]=[CH:6][C:5]([C:8](=[C:19]2[CH2:24][C:23]([CH3:26])([CH3:25])[O:22][C:21]([CH3:28])([CH3:27])[CH2:20]2)[C:9]2[CH:18]=[CH:17][C:12]([C:13]([O:15]C)=[O:14])=[CH:11][CH:10]=2)=[CH:4][CH:3]=1.[OH-].[Na+], predict the reaction product. The product is: [OH:1][C:2]1[CH:3]=[CH:4][C:5]([C:8](=[C:19]2[CH2:20][C:21]([CH3:28])([CH3:27])[O:22][C:23]([CH3:26])([CH3:25])[CH2:24]2)[C:9]2[CH:18]=[CH:17][C:12]([C:13]([OH:15])=[O:14])=[CH:11][CH:10]=2)=[CH:6][CH:7]=1.